Dataset: Peptide-MHC class II binding affinity with 134,281 pairs from IEDB. Task: Regression. Given a peptide amino acid sequence and an MHC pseudo amino acid sequence, predict their binding affinity value. This is MHC class II binding data. (1) The peptide sequence is AFVGLFSVLIALALI. The MHC is HLA-DQA10102-DQB10602 with pseudo-sequence HLA-DQA10102-DQB10602. The binding affinity (normalized) is 0. (2) The peptide sequence is TEAVQKIATESIVIWGKTPKFRL. The MHC is DRB5_0101 with pseudo-sequence DRB5_0101. The binding affinity (normalized) is 0.610. (3) The peptide sequence is RQEKWMTGRMGERQL. The MHC is HLA-DQA10102-DQB10501 with pseudo-sequence HLA-DQA10102-DQB10501. The binding affinity (normalized) is 0.241. (4) The peptide sequence is PENDIEKTDPWFAHGTPMPK. The binding affinity (normalized) is 0. The MHC is DRB1_0404 with pseudo-sequence DRB1_0404.